Dataset: Full USPTO retrosynthesis dataset with 1.9M reactions from patents (1976-2016). Task: Predict the reactants needed to synthesize the given product. (1) Given the product [C:19]([O:23][C:24]([N:26]1[C@@H:31]([C@@H:32]([OH:47])[C@@H:33]([NH:43][C:44](=[O:46])[CH3:45])[CH2:34][C:35]2[CH:40]=[C:39]([F:41])[CH:38]=[C:37]([C:5]3[CH:6]=[CH:7][CH:8]=[CH:9][C:4]=3[O:3][CH2:1][CH3:2])[CH:36]=2)[CH2:30][O:29][C@@H:28]([O:48][CH2:49][C:50]([CH3:53])([CH3:52])[CH3:51])[C@@H:27]1[CH3:54])=[O:25])([CH3:21])([CH3:22])[CH3:20], predict the reactants needed to synthesize it. The reactants are: [CH2:1]([O:3][C:4]1[CH:9]=[CH:8][CH:7]=[CH:6][C:5]=1B(O)O)[CH3:2].C(=O)([O-])[O-].[Na+].[Na+].[C:19]([O:23][C:24]([N:26]1[C@@H:31]([C@@H:32]([OH:47])[C@@H:33]([NH:43][C:44](=[O:46])[CH3:45])[CH2:34][C:35]2[CH:40]=[C:39]([F:41])[CH:38]=[C:37](Br)[CH:36]=2)[CH2:30][O:29][C@@H:28]([O:48][CH2:49][C:50]([CH3:53])([CH3:52])[CH3:51])[C@@H:27]1[CH3:54])=[O:25])([CH3:22])([CH3:21])[CH3:20]. (2) Given the product [OH:1][C:2]1[CH:11]=[CH:10][C:5]2[C:6](=[O:9])/[C:7](=[CH:45]/[C:38]3[C:39]4[C:44](=[CH:43][CH:42]=[CH:41][CH:40]=4)[N:36]([S:26]([C:29]4[CH:30]=[CH:31][C:32]([CH3:33])=[CH:34][CH:35]=4)(=[O:28])=[O:27])[CH:37]=3)/[O:8][C:4]=2[C:3]=1[CH2:12][N:13]1[CH2:14][CH2:15][N:16]([C:19]([O:21][C:22]([CH3:25])([CH3:24])[CH3:23])=[O:20])[CH2:17][CH2:18]1, predict the reactants needed to synthesize it. The reactants are: [OH:1][C:2]1[CH:11]=[CH:10][C:5]2[C:6](=[O:9])[CH2:7][O:8][C:4]=2[C:3]=1[CH2:12][N:13]1[CH2:18][CH2:17][N:16]([C:19]([O:21][C:22]([CH3:25])([CH3:24])[CH3:23])=[O:20])[CH2:15][CH2:14]1.[S:26]([N:36]1[C:44]2[C:39](=[CH:40][CH:41]=[CH:42][CH:43]=2)[C:38]([CH:45]=O)=[CH:37]1)([C:29]1[CH:35]=[CH:34][C:32]([CH3:33])=[CH:31][CH:30]=1)(=[O:28])=[O:27].N1CCCCC1. (3) Given the product [CH2:22]([NH:24][C:25]([NH:27][C:28]1[S:29][C:30]2[C:36]([C:37]3[N:19]=[N:20][N:21]([C:2]4[CH:7]=[CH:6][CH:5]=[CH:4][CH:3]=4)[CH:38]=3)=[CH:35][C:34]([C:39]3[CH:44]=[N:43][C:42]([N:45]4[CH2:46][CH2:47][C:48]([CH3:56])([C:51]([O:53][CH2:54][CH3:55])=[O:52])[CH2:49][CH2:50]4)=[N:41][CH:40]=3)=[CH:33][C:31]=2[N:32]=1)=[O:26])[CH3:23], predict the reactants needed to synthesize it. The reactants are: N[C:2]1[CH:7]=[CH:6][CH:5]=[CH:4][CH:3]=1.N(OC(C)(C)C)=O.C[Si]([N:19]=[N+:20]=[N-:21])(C)C.[CH2:22]([NH:24][C:25]([NH:27][C:28]1[S:29][C:30]2[C:36]([C:37]#[CH:38])=[CH:35][C:34]([C:39]3[CH:40]=[N:41][C:42]([N:45]4[CH2:50][CH2:49][C:48]([CH3:56])([C:51]([O:53][CH2:54][CH3:55])=[O:52])[CH2:47][CH2:46]4)=[N:43][CH:44]=3)=[CH:33][C:31]=2[N:32]=1)=[O:26])[CH3:23].O=C1O[C@H]([C@H](CO)O)C([O-])=C1O.[Na+]. (4) Given the product [Cl:5][CH2:16][C:12]1[CH:13]=[CH:14][CH:15]=[C:10]([S:7]([CH3:6])(=[O:9])=[O:8])[CH:11]=1, predict the reactants needed to synthesize it. The reactants are: CS([Cl:5])(=O)=O.[CH3:6][S:7]([C:10]1[CH:11]=[C:12]([CH2:16]O)[CH:13]=[CH:14][CH:15]=1)(=[O:9])=[O:8].C(N(CC)CC)C.O. (5) Given the product [Cl:1][C:2]1[CH:9]=[C:8]([N:10]([CH2:16][C:17]2[CH:22]=[CH:21][CH:20]=[CH:19][C:18]=2[CH3:23])[C@H:11]2[CH2:15][CH2:14][N:13]([CH2:24][C:26]3[CH:27]=[C:28]([CH:32]=[CH:33][CH:34]=3)[C:29]([OH:31])=[O:30])[CH2:12]2)[CH:7]=[CH:6][C:3]=1[C:4]#[N:5], predict the reactants needed to synthesize it. The reactants are: [Cl:1][C:2]1[CH:9]=[C:8]([N:10]([CH2:16][C:17]2[CH:22]=[CH:21][CH:20]=[CH:19][C:18]=2[CH3:23])[C@H:11]2[CH2:15][CH2:14][NH:13][CH2:12]2)[CH:7]=[CH:6][C:3]=1[C:4]#[N:5].[CH:24]([C:26]1[CH:27]=[C:28]([CH:32]=[CH:33][CH:34]=1)[C:29]([OH:31])=[O:30])=O. (6) Given the product [CH2:29]1[CH2:18][O:21][CH2:31][CH2:30]1.[O:1]1[CH2:64][CH2:63][CH2:62][CH2:67]1, predict the reactants needed to synthesize it. The reactants are: [OH-:1].[Na+].[Na].[O-]S([O-])(=O)=O.[Na+].[Na+].S([O-])([O-])(=O)=O.[Na+].[Na+].[C:18]([O-:21])([O-])=O.[K+].[K+].CCN=C=N[CH2:29][CH2:30][CH2:31]N(C)C.Cl.Cl.CN(C)CCCN=C=NCC.[CH:62]1[CH:67]=CC2N(O)N=N[C:64]=2[CH:63]=1.ON1[C:63]2[CH:64]=CC=[CH:67][C:62]=2N=N1.CC1C=CC(S(O)(=O)=O)=CC=1.C1(C)C=CC(S(O)(=O)=O)=CC=1.C([O-])(O)=O.[Na+].[Na].[H-].[H-].[H-].[H-].[Li+].[Al+3].[H-].[Al+3].[Li+].[H-].[H-].[H-]. (7) Given the product [CH3:1][C:2]1[CH:3]=[C:4]([CH2:29][OH:30])[C:5]([CH2:21][O:22][CH:23]2[CH2:28][CH2:27][CH2:26][CH2:25][O:24]2)=[C:6]2[C:10]=1[N:9]([S:11]([C:14]1[CH:15]=[CH:16][C:17]([CH3:18])=[CH:19][CH:20]=1)(=[O:13])=[O:12])[CH:8]=[CH:7]2, predict the reactants needed to synthesize it. The reactants are: [CH3:1][C:2]1[CH:3]=[C:4]([CH:29]=[O:30])[C:5]([CH2:21][O:22][CH:23]2[CH2:28][CH2:27][CH2:26][CH2:25][O:24]2)=[C:6]2[C:10]=1[N:9]([S:11]([C:14]1[CH:20]=[CH:19][C:17]([CH3:18])=[CH:16][CH:15]=1)(=[O:13])=[O:12])[CH:8]=[CH:7]2.[BH4-].[Na+]. (8) Given the product [F:18][C:2]([F:1])([F:17])[O:3][C:4]1[CH:5]=[C:6]2[C:10](=[CH:11][CH:12]=1)[NH:9][N:8]=[C:7]2[CH2:13][OH:14], predict the reactants needed to synthesize it. The reactants are: [F:1][C:2]([F:18])([F:17])[O:3][C:4]1[CH:5]=[C:6]2[C:10](=[CH:11][CH:12]=1)[NH:9][N:8]=[C:7]2[C:13](OC)=[O:14].[H-].C([Al+]CC(C)C)C(C)C.C1(C)C=CC=CC=1.S([O-])([O-])(=O)=O.[Na+].[Na+]. (9) The reactants are: P(Cl)(Cl)(Cl)(Cl)Cl.S[C:8]1[O:9][C:10]2[C:16]([Cl:17])=[CH:15][C:14]([Cl:18])=[CH:13][C:11]=2[N:12]=1.[CH3:19][N:20]1[CH2:25][CH2:24][NH:23][CH2:22][CH2:21]1. Given the product [CH3:19][N:20]1[CH2:25][CH2:24][N:23]([C:8]2[O:9][C:10]3[C:16]([Cl:17])=[CH:15][C:14]([Cl:18])=[CH:13][C:11]=3[N:12]=2)[CH2:22][CH2:21]1, predict the reactants needed to synthesize it. (10) Given the product [C:31]([NH:1][CH2:2][CH2:3][N:4]([CH2:14][C:15]([N:17]1[CH2:21][C:20](=[O:22])[N:19]([C:23]2[CH:28]=[CH:27][CH:26]=[C:25]([Cl:29])[C:24]=2[CH3:30])[CH2:18]1)=[O:16])[C:5](=[O:13])[C:6]1[CH:11]=[CH:10][CH:9]=[C:8]([Cl:12])[CH:7]=1)(=[O:33])[CH3:32], predict the reactants needed to synthesize it. The reactants are: [NH2:1][CH2:2][CH2:3][N:4]([CH2:14][C:15]([N:17]1[CH2:21][C:20](=[O:22])[N:19]([C:23]2[CH:28]=[CH:27][CH:26]=[C:25]([Cl:29])[C:24]=2[CH3:30])[CH2:18]1)=[O:16])[C:5](=[O:13])[C:6]1[CH:11]=[CH:10][CH:9]=[C:8]([Cl:12])[CH:7]=1.[C:31](Cl)(=[O:33])[CH3:32].